From a dataset of Catalyst prediction with 721,799 reactions and 888 catalyst types from USPTO. Predict which catalyst facilitates the given reaction. (1) Reactant: [CH3:1][NH:2][C:3](=[O:17])[C:4]1[CH:9]=[C:8]([C:10]([F:13])([F:12])[F:11])[CH:7]=[C:6]([N+:14]([O-])=O)[CH:5]=1. Product: [NH2:14][C:6]1[CH:5]=[C:4]([CH:9]=[C:8]([C:10]([F:11])([F:12])[F:13])[CH:7]=1)[C:3]([NH:2][CH3:1])=[O:17]. The catalyst class is: 129. (2) Reactant: [C:1]([O:9][C@@H:10]1[C@@H](O)[C@H](O)[C@@H](CO)O[C@H]1O[C@H]1[C@H](O)[C@@H](CO)O[C@@H](O[C@H]2[C@H](O)[C@@H](CO)O[C@@H](O[C@H]3[C@H](O)[C@@H](CO)O[C@@H](O[C@H]4[C@H](O)[C@@H](CO)O[C@@H](OCC5C=CC=CC=5)[C@@H:10]4[O:9][C:1](=[O:8])[C:2]4[CH:7]=[CH:6][CH:5]=[CH:4][CH:3]=4)[C@@H:10]3[O:9][C:1](=[O:8])[C:2]3[CH:7]=[CH:6][CH:5]=[CH:4][CH:3]=3)[C@@H:10]2[O:9][C:1](=[O:8])[C:2]2[CH:7]=[CH:6][CH:5]=[CH:4][CH:3]=2)[C@@H:10]1[O:9][C:1](=[O:8])[C:2]1[CH:7]=[CH:6][CH:5]=[CH:4][CH:3]=1)(=[O:8])[C:2]1[CH:7]=[CH:6][CH:5]=[CH:4][CH:3]=1.[Na].C(O)(=O)C. Product: [C:1]([O:9][CH3:10])(=[O:8])[C:2]1[CH:7]=[CH:6][CH:5]=[CH:4][CH:3]=1. The catalyst class is: 5. (3) Product: [Cl:8][C:6]1[CH:7]=[C:2]([C:19]2[CH:20]=[CH:21][C:16]([F:15])=[CH:17][CH:18]=2)[N:3]=[C:4]([N:9]2[CH2:13][CH2:12][CH2:11][CH:10]2[CH3:14])[N:5]=1. Reactant: Cl[C:2]1[CH:7]=[C:6]([Cl:8])[N:5]=[C:4]([N:9]2[CH2:13][CH2:12][CH2:11][CH:10]2[CH3:14])[N:3]=1.[F:15][C:16]1[CH:21]=[CH:20][C:19](B(O)O)=[CH:18][CH:17]=1.[O-]P([O-])([O-])=O.[K+].[K+].[K+]. The catalyst class is: 77. (4) Reactant: Cl.[NH2:2][CH:3]([P:5]([CH2:8][CH:9]([C:17](=[O:26])[NH:18][CH2:19][C:20]1[CH:25]=[CH:24][CH:23]=[CH:22][CH:21]=1)[CH2:10][C:11]1[CH:16]=[CH:15][CH:14]=[CH:13][CH:12]=1)(=[O:7])[OH:6])[CH3:4].[C:27]([O:31][C:32]([NH:34][CH:35]([C:41]([N:43]1[CH2:47][CH2:46][CH2:45][CH:44]1[C:48]#[N:49])=[O:42])[CH2:36][CH2:37][C:38](O)=[O:39])=[O:33])([CH3:30])([CH3:29])[CH3:28].CN1CCOCC1.Cl.CN(C)CCCN=C=NCC.OC1C2N=NNC=2C=CC=1. Product: [CH2:19]([NH:18][C:17]([CH:9]([CH2:10][C:11]1[CH:16]=[CH:15][CH:14]=[CH:13][CH:12]=1)[CH2:8][P:5]([CH:3]([NH:2][C:38](=[O:39])[CH2:37][CH2:36][CH:35]([NH:34][C:32]([O:31][C:27]([CH3:29])([CH3:28])[CH3:30])=[O:33])[C:41]([N:43]1[CH2:47][CH2:46][CH2:45][CH:44]1[C:48]#[N:49])=[O:42])[CH3:4])(=[O:6])[OH:7])=[O:26])[C:20]1[CH:25]=[CH:24][CH:23]=[CH:22][CH:21]=1. The catalyst class is: 96. (5) Reactant: [F:1][C:2]([F:24])([O:10][C:11]1[CH:16]=[C:15]([F:17])[C:14]([N+:18]([O-])=O)=[CH:13][C:12]=1[N+:21]([O-])=O)[C:3]([N:5]([CH2:8][CH3:9])[CH2:6][CH3:7])=[O:4]. Product: [F:24][C:2]([F:1])([O:10][C:11]1[CH:16]=[C:15]([F:17])[C:14]([NH2:18])=[CH:13][C:12]=1[NH2:21])[C:3]([N:5]([CH2:6][CH3:7])[CH2:8][CH3:9])=[O:4]. The catalyst class is: 19. (6) Reactant: [CH3:1][NH:2][C:3]1[C:11]2[C:6](=[CH:7][CH:8]=[C:9]([N+:12]([O-])=O)[CH:10]=2)[NH:5][N:4]=1.C(O)C.N. Product: [NH2:12][C:9]1[CH:10]=[C:11]2[C:6](=[CH:7][CH:8]=1)[NH:5][N:4]=[C:3]2[NH:2][CH3:1]. The catalyst class is: 6. (7) Reactant: [CH3:1][O:2][C:3]([CH:5]1[CH2:9][C:8](=[O:10])[NH:7][CH2:6]1)=[O:4].[H-].[Na+].Br[CH2:14][CH2:15][CH2:16][N:17]1[CH:21]=[CH:20][CH:19]=[CH:18]1. Product: [CH3:1][O:2][C:3]([CH:5]1[CH2:9][C:8](=[O:10])[N:7]([CH2:14][CH2:15][CH2:16][N:17]2[CH:21]=[CH:20][CH:19]=[CH:18]2)[CH2:6]1)=[O:4]. The catalyst class is: 3.